This data is from Forward reaction prediction with 1.9M reactions from USPTO patents (1976-2016). The task is: Predict the product of the given reaction. (1) Given the reactants [NH:1]1[C:5]2[CH:6]=[CH:7][CH:8]=[CH:9][C:4]=2[N:3]=[N:2]1.[Cl:10][CH2:11][CH2:12][CH2:13]Br, predict the reaction product. The product is: [Cl:10][CH2:11][CH2:12][CH2:13][N:1]1[C:5]2[CH:6]=[CH:7][CH:8]=[CH:9][C:4]=2[N:3]=[N:2]1. (2) Given the reactants [CH3:1][O:2][C:3]1[C:7]([C:8]([OH:10])=O)=[CH:6][N:5]([CH3:11])[N:4]=1.O1CCCC1.C(Cl)(=O)C(Cl)=O.[NH2:23][C:24]1[CH:25]=[C:26]([CH:43]=[CH:44][C:45]=1[F:46])[O:27][C:28]1[CH:29]=[CH:30][C:31]2[N:32]([CH:34]=[C:35]([NH:37][C:38]([CH:40]3[CH2:42][CH2:41]3)=[O:39])[N:36]=2)[N:33]=1, predict the reaction product. The product is: [CH:40]1([C:38]([NH:37][C:35]2[N:36]=[C:31]3[CH:30]=[CH:29][C:28]([O:27][C:26]4[CH:43]=[CH:44][C:45]([F:46])=[C:24]([NH:23][C:8]([C:7]5[C:3]([O:2][CH3:1])=[N:4][N:5]([CH3:11])[CH:6]=5)=[O:10])[CH:25]=4)=[N:33][N:32]3[CH:34]=2)=[O:39])[CH2:41][CH2:42]1. (3) Given the reactants [CH3:1][O:2][C:3]1[CH:8]=[CH:7]C(/C=C/C(OC)=O)=[CH:5][CH:4]=1.C[N+]1([O-])CC[O:19]CC1.[C:23]([OH:27])([CH3:26])([CH3:25])C.C1C(O)=C(O)C(S([O-])(=O)=O)=CC=1S([O-])(=O)=O.[Na+].[Na+].[C:46]([O:49][CH2:50]C)(=[O:48])C, predict the reaction product. The product is: [OH:19][CH:25]([CH:23]([OH:27])[C:26]1[CH:5]=[CH:4][C:3]([O:2][CH3:1])=[CH:8][CH:7]=1)[C:46]([O:49][CH3:50])=[O:48]. (4) Given the reactants [CH2:1]([O:6][C:7]1[C:8](=[O:14])[CH:9]=[CH:10][C:11](=[O:13])[CH:12]=1)[CH:2]=[C:3]([CH3:5])[CH3:4].[CH3:15][C:16]1([CH3:24])[C:21]([CH:22]=[CH2:23])=[CH:20][CH2:19][CH2:18][CH2:17]1, predict the reaction product. The product is: [CH2:1]([O:6][C:7]1[C:8](=[O:14])[C:9]2[C:10](=[CH:23][CH:22]=[C:21]3[C:20]=2[CH2:19][CH2:18][CH2:17][C:16]3([CH3:24])[CH3:15])[C:11](=[O:13])[CH:12]=1)[CH:2]=[C:3]([CH3:5])[CH3:4]. (5) The product is: [Br:1][C:2]1[CH:7]=[CH:6][CH:5]=[CH:4][C:3]=1[C:8](=[O:18])/[C:9](/[S:10][C:11]1[CH:16]=[CH:15][C:14]([Br:17])=[CH:13][CH:12]=1)=[CH:24]\[C:23]1[CH:26]=[CH:27][C:20]([Br:19])=[CH:21][CH:22]=1. Given the reactants [Br:1][C:2]1[CH:7]=[CH:6][CH:5]=[CH:4][C:3]=1[C:8](=[O:18])[CH2:9][S:10][C:11]1[CH:16]=[CH:15][C:14]([Br:17])=[CH:13][CH:12]=1.[Br:19][C:20]1[CH:27]=[CH:26][C:23]([CH:24]=O)=[CH:22][CH:21]=1, predict the reaction product. (6) Given the reactants [CH3:1][C:2]1[O:3][C:4]2[C:9]([C:10](=[O:12])[CH:11]=1)=[CH:8][CH:7]=[CH:6][C:5]=2[CH:13]=O.[CH3:15][C:16](=O)[CH2:17][C:18](=[O:20])[CH3:19].[NH2:22]/[C:23](/[CH3:29])=[CH:24]\[C:25]([O:27][CH3:28])=[O:26].C(O)(=O)C, predict the reaction product. The product is: [C:18]([C:17]1[CH:13]([C:5]2[CH:6]=[CH:7][CH:8]=[C:9]3[C:4]=2[O:3][C:2]([CH3:1])=[CH:11][C:10]3=[O:12])[C:24]([C:25]([O:27][CH3:28])=[O:26])=[C:23]([CH3:29])[NH:22][C:16]=1[CH3:15])(=[O:20])[CH3:19].